From a dataset of Peptide-MHC class II binding affinity with 134,281 pairs from IEDB. Regression. Given a peptide amino acid sequence and an MHC pseudo amino acid sequence, predict their binding affinity value. This is MHC class II binding data. (1) The peptide sequence is ISYGGGWRLSAQWQK. The MHC is DRB1_0405 with pseudo-sequence DRB1_0405. The binding affinity (normalized) is 0.328. (2) The peptide sequence is DDCVAIGTGSSNIVI. The MHC is DRB4_0101 with pseudo-sequence DRB4_0103. The binding affinity (normalized) is 0.163. (3) The peptide sequence is PCRIPVIVADDLTAA. The MHC is DRB1_1101 with pseudo-sequence DRB1_1101. The binding affinity (normalized) is 0.0993. (4) The peptide sequence is GNCTTNILEAKYWCP. The MHC is HLA-DQA10201-DQB10402 with pseudo-sequence HLA-DQA10201-DQB10402. The binding affinity (normalized) is 0.410.